From a dataset of Experimentally validated miRNA-target interactions with 360,000+ pairs, plus equal number of negative samples. Binary Classification. Given a miRNA mature sequence and a target amino acid sequence, predict their likelihood of interaction. (1) The miRNA is mmu-miR-466m-3p with sequence UACAUACACACAUACACACGCA. The protein sequence of the target gene is MASQQAPAKDLQTNNLEFTPSHSSGVQWVEDISNSPSAQLNFSPSNNGCWATQELQSLWKMFNSWLQPEKQTKEQMISQLVLEQFLLIGHCKDKYALTEKWKASGSDMRRFMESLTDECLKPPVMVHVSMQGQEALFSENMPLKEVIKLLKQQQSATRPTPDNEQMPVDTTQDRLLATGQENSENECNNSCNATEANVGESCSGNEMDSLLIIQKEQYPEHEEGNVVFQFPLDARRASQGNSSHHVDFRSAPTPADVPMEEQPKDLSRENISEDKNNCYNTSRNAATQVYRSDNIPRKKT.... Result: 1 (interaction). (2) The miRNA is hsa-miR-3191-5p with sequence CUCUCUGGCCGUCUACCUUCCA. The protein sequence of the target gene is MPITRMRMRPWLEMQINSNQIPGLIWINKEEMIFQIPWKHAAKHGWDINKDACLFRSWAIHTGRYKAGEKEPDPKTWKANFRCAMNSLPDIEEVKDQSRNKGSSAVRVYRMLPPLTKNQRKERKSKSSRDAKSKAKRKSCGDSSPDTFSDGLSSSTLPDDHSSYTVPGYMQDLEVEQALTPALSPCAVSSTLPDWHIPVEVVPDSTSDLYNFQVSPMPSTSEATTDEDEEGKLPEDIMKLLEQSEWQPTNVDGKGYLLNEPGVQPTSVYGDFSCKEEPEIDSPGGDIGLSLQRVFTDLKN.... Result: 0 (no interaction). (3) The miRNA is hsa-miR-548a-5p with sequence AAAAGUAAUUGCGAGUUUUACC. The protein sequence of the target gene is MKMRFLGLVVCLVLWTLHSEGSGGKLTAVDPETNMNVSEIISYWGFPSEEYLVETEDGYILCLNRIPHGRKNHSDKGPKPVVFLQHGLLADSSNWVTNLANSSLGFILADAGFDVWMGNSRGNTWSRKHKTLSVSQDEFWAFSYDEMAKYDLPASINFILNKTGQEQVYYVGHSQGTTIGFIAFSQIPELAKRIKMFFALGPVASVAFCTSPMAKLGRLPDHLIKDLFGDKEFLPQSAFLKWLGTHVCTHVILKELCGNLCFLLCGFNERNLNMSRVDVYTTHSPAGTSVQNMLHWSQAV.... Result: 1 (interaction). (4) The miRNA is mmu-miR-540-5p with sequence CAAGGGUCACCCUCUGACUCUGU. Result: 0 (no interaction). The protein sequence of the target gene is MEPQVTLNVTFKNEIQSFLVSDPENTTWADIEAMVKVSFDLNTIQIKYLDEENEEVSINSQGEYEEALKMAVKQGNQLQMQVHEGHHVVDEAPPPVVGAKRLAARAGKKPLAHYSSLVRVLGSDMKTPEDPAVQSFPLVPCDTDQPQDKPPDWFTSYLETFREQVVNETVEKLEQKLHEKLVLQNPSLGSCPSEVSMPTSEETLFLPENQFSWHIACNNCQRRIVGVRYQCSLCPSYNICEDCEAGPYGHDTNHVLLKLRRPVVGSSEPFCHSKYSTPRLPAALEQVRLQKQVDKNFLKA....